Dataset: Full USPTO retrosynthesis dataset with 1.9M reactions from patents (1976-2016). Task: Predict the reactants needed to synthesize the given product. The reactants are: C([N:8]1[CH2:12][C@H:11]([CH3:13])[C@@:10]([CH3:19])([C:14]([O:16][CH2:17][CH3:18])=[O:15])[CH2:9]1)C1C=CC=CC=1.Cl[C:21]([O:23][CH2:24][C:25]1[CH:30]=[CH:29][CH:28]=[CH:27][CH:26]=1)=[O:22]. Given the product [CH2:24]([O:23][C:21]([N:8]1[CH2:12][C@H:11]([CH3:13])[C@@:10]([CH3:19])([C:14]([O:16][CH2:17][CH3:18])=[O:15])[CH2:9]1)=[O:22])[C:25]1[CH:30]=[CH:29][CH:28]=[CH:27][CH:26]=1, predict the reactants needed to synthesize it.